From a dataset of Reaction yield outcomes from USPTO patents with 853,638 reactions. Predict the reaction yield, written as a fraction of the theoretical maximum amount of product (1.0 means a 100% yield; for example, 0.34 means a 34% yield). (1) The reactants are Br[C:2]1[CH:3]=[N:4][CH:5]=[C:6]([N+:9]([O-:11])=[O:10])[C:7]=1[NH2:8].[N:12]1[CH:17]=[CH:16][CH:15]=[C:14](B(O)O)[CH:13]=1.C([O-])([O-])=O.[Na+].[Na+]. The catalyst is Cl[Pd](Cl)([P](C1C=CC=CC=1)(C1C=CC=CC=1)C1C=CC=CC=1)[P](C1C=CC=CC=1)(C1C=CC=CC=1)C1C=CC=CC=1.O1CCOCC1. The product is [N+:9]([C:6]1[C:7]([NH2:8])=[C:2]([C:14]2[CH:13]=[N:12][CH:17]=[CH:16][CH:15]=2)[CH:3]=[N:4][CH:5]=1)([O-:11])=[O:10]. The yield is 0.870. (2) The reactants are Cl.O.O.[CH2:4]=[C:5]1[C:10](=[O:11])[CH:9]2[CH2:12][CH2:13][N:6]1[CH2:7][CH2:8]2.C([O-])([O-])=O.[K+].[K+].C(Cl)Cl. The catalyst is O. The product is [CH2:4]=[C:5]1[C:10](=[O:11])[CH:9]2[CH2:12][CH2:13][N:6]1[CH2:7][CH2:8]2. The yield is 0.880. (3) The reactants are [CH3:1][C:2]1[O:6][C:5]([CH:7]=[O:8])=[CH:4][CH:3]=1.CC(=CC)C.P([O-])(O)(O)=[O:15].[Na+].Cl([O-])=O.[Na+].Cl. The catalyst is CC(O)(C)C.O. The product is [CH3:1][C:2]1[O:6][C:5]([C:7]([OH:15])=[O:8])=[CH:4][CH:3]=1. The yield is 0.240. (4) The reactants are [F:1][C:2]1[CH:3]=[C:4]([CH:6]=[CH:7][C:8]=1[O:9][C:10]1[CH:15]=[CH:14][N:13]=[C:12]2[CH:16]=[CH:17][S:18][C:11]=12)[NH2:5].C(N(CC)CC)C.Cl[C:27](=[O:33])[C:28]([O:30][CH2:31][CH3:32])=[O:29]. The catalyst is C(Cl)Cl. The product is [F:1][C:2]1[CH:3]=[C:4]([NH:5][C:27](=[O:33])[C:28]([O:30][CH2:31][CH3:32])=[O:29])[CH:6]=[CH:7][C:8]=1[O:9][C:10]1[CH:15]=[CH:14][N:13]=[C:12]2[CH:16]=[CH:17][S:18][C:11]=12. The yield is 0.610. (5) The reactants are [C:1]([C:3]1[CH:4]=[C:5]([OH:9])[CH:6]=[CH:7][CH:8]=1)#[N:2].N1C=CN=C1.[CH3:15][C:16]([Si:19](Cl)([CH3:21])[CH3:20])([CH3:18])[CH3:17]. The catalyst is CN(C)C=O. The product is [CH3:15][C:16]([Si:19]([CH3:21])([CH3:20])[O:9][C:5]1[CH:4]=[C:3]([CH:8]=[CH:7][CH:6]=1)[C:1]#[N:2])([CH3:18])[CH3:17]. The yield is 0.920. (6) The reactants are [CH2:1]([O:8][C:9]1[N:14]=[C:13]([O:15][CH2:16][C:17]2[CH:22]=[CH:21][CH:20]=[CH:19][CH:18]=2)[C:12]([CH2:23][CH3:24])=[C:11](Cl)[N:10]=1)[C:2]1[CH:7]=[CH:6][CH:5]=[CH:4][CH:3]=1.[C:26]([CH2:28][C:29]1[CH:30]=[C:31]([CH:34]=[C:35]([CH3:37])[CH:36]=1)[C:32]#[N:33])#[N:27].[H-].[Na+].[Cl-].[NH4+]. The catalyst is CN(C=O)C. The product is [CH2:1]([O:8][C:9]1[N:10]=[C:11]([CH:28]([C:26]#[N:27])[C:29]2[CH:30]=[C:31]([CH:34]=[C:35]([CH3:37])[CH:36]=2)[C:32]#[N:33])[C:12]([CH2:23][CH3:24])=[C:13]([O:15][CH2:16][C:17]2[CH:22]=[CH:21][CH:20]=[CH:19][CH:18]=2)[N:14]=1)[C:2]1[CH:7]=[CH:6][CH:5]=[CH:4][CH:3]=1. The yield is 0.820.